Dataset: Reaction yield outcomes from USPTO patents with 853,638 reactions. Task: Predict the reaction yield, written as a fraction of the theoretical maximum amount of product (1.0 means a 100% yield; for example, 0.34 means a 34% yield). (1) No catalyst specified. The reactants are [CH2:1]([O:8][C:9]1[CH:10]=[C:11](B(O)O)[CH:12]=[CH:13][C:14]=1[C:15]([F:18])([F:17])[F:16])[C:2]1[CH:7]=[CH:6][CH:5]=[CH:4][CH:3]=1.Br[C:23]1[N:28]=[C:27]([C:29]([O:31][CH3:32])=[O:30])[CH:26]=[CH:25][C:24]=1[OH:33]. The yield is 0.650. The product is [CH2:1]([O:8][C:9]1[CH:10]=[C:11]([C:23]2[N:28]=[C:27]([C:29]([O:31][CH3:32])=[O:30])[CH:26]=[CH:25][C:24]=2[OH:33])[CH:12]=[CH:13][C:14]=1[C:15]([F:18])([F:17])[F:16])[C:2]1[CH:7]=[CH:6][CH:5]=[CH:4][CH:3]=1. (2) The reactants are C[O:2][C:3]([C:5]1[CH:10]=[C:9]([Cl:11])[CH:8]=[CH:7][N:6]=1)=O.[OH-].[NH4+:13]. The catalyst is CO. The product is [Cl:11][C:9]1[CH:8]=[CH:7][N:6]=[C:5]([C:3]([NH2:13])=[O:2])[CH:10]=1. The yield is 0.850. (3) The reactants are [C:1](#[N:5])[CH2:2][C:3]#[N:4].[H-].[Na+].[C:8](Cl)(=[O:12])[CH:9]([CH3:11])[CH3:10]. The catalyst is C1COCC1. The product is [OH:12][C:8](=[C:2]([C:1]#[N:5])[C:3]#[N:4])[CH:9]([CH3:11])[CH3:10]. The yield is 0.960. (4) The reactants are [Cl:1][C:2]1[CH:7]=[CH:6][CH:5]=[CH:4][C:3]=1[C:8]1[C:9]([Cl:26])=[CH:10][C:11]([O:24][CH3:25])=[C:12]([NH:14][CH2:15][C:16]([N:18]2[CH2:23][CH2:22][NH:21][CH2:20][CH2:19]2)=[O:17])[CH:13]=1.CCN(CC)CC.[C:34](Cl)(=[O:37])[CH:35]=[CH2:36]. The catalyst is C(Cl)Cl. The product is [Cl:26][C:9]1[C:8]([C:3]2[CH:4]=[CH:5][CH:6]=[CH:7][C:2]=2[Cl:1])=[CH:13][C:12]([NH:14][CH2:15][C:16]([N:18]2[CH2:23][CH2:22][N:21]([C:34](=[O:37])[CH:35]=[CH2:36])[CH2:20][CH2:19]2)=[O:17])=[C:11]([O:24][CH3:25])[CH:10]=1. The yield is 0.587. (5) The reactants are C([N:8]1[CH2:13][CH2:12][N:11]([CH2:14][CH2:15][N:16]2[CH2:20][C:19]3=[CH:21][N:22]=[C:23]([CH3:24])[N:18]3[C:17]2=[O:25])[CH2:10][CH2:9]1)C1C=CC=CC=1.Cl. The catalyst is [C].[Pd].CO. The product is [CH3:24][C:23]1[N:18]2[C:17](=[O:25])[N:16]([CH2:15][CH2:14][N:11]3[CH2:10][CH2:9][NH:8][CH2:13][CH2:12]3)[CH2:20][C:19]2=[CH:21][N:22]=1. The yield is 0.630.